From a dataset of Full USPTO retrosynthesis dataset with 1.9M reactions from patents (1976-2016). Predict the reactants needed to synthesize the given product. (1) Given the product [C:16]([O:20][C:21]([NH:23][C@@H:24]([CH2:28][O:29][C:4]1[C:5]([N+:9]([O-:11])=[O:10])=[C:6]([F:8])[CH:7]=[C:2]([F:1])[C:3]=1[CH3:13])[C:25]([OH:27])=[O:26])=[O:22])([CH3:19])([CH3:18])[CH3:17].[C:16]([O:20][C:21]([NH:23][C@@H:24]([CH2:28][O:29][C:6]1[CH:7]=[C:2]([F:1])[C:3]([CH3:13])=[C:4]([F:12])[C:5]=1[N+:9]([O-:11])=[O:10])[C:25]([OH:27])=[O:26])=[O:22])([CH3:19])([CH3:18])[CH3:17], predict the reactants needed to synthesize it. The reactants are: [F:1][C:2]1[CH:7]=[C:6]([F:8])[C:5]([N+:9]([O-:11])=[O:10])=[C:4]([F:12])[C:3]=1[CH3:13].[H-].[Na+].[C:16]([O:20][C:21]([NH:23][C@@H:24]([CH2:28][OH:29])[C:25]([OH:27])=[O:26])=[O:22])([CH3:19])([CH3:18])[CH3:17]. (2) Given the product [OH:18][C@H:19]1[CH2:20][CH2:21][C@H:22]([NH:25][C:26]2[CH:27]=[CH:28][C:29]3[N:30]([C:32]([C:35]([NH:1][C:2]4[CH:7]=[CH:6][CH:5]=[CH:4][CH:3]=4)=[O:37])=[CH:33][N:34]=3)[N:31]=2)[CH2:23][CH2:24]1, predict the reactants needed to synthesize it. The reactants are: [NH2:1][C:2]1[CH:7]=[CH:6][CH:5]=[CH:4][CH:3]=1.C[Si](C)(C)[N-][Si](C)(C)C.[Li+].[OH:18][C@H:19]1[CH2:24][CH2:23][C@H:22]([NH:25][C:26]2[CH:27]=[CH:28][C:29]3[N:30]([C:32]([C:35]([O:37]C)=O)=[CH:33][N:34]=3)[N:31]=2)[CH2:21][CH2:20]1.[NH4+].[Cl-]. (3) The reactants are: [C:1]([C:3]1[CH:8]=[CH:7][C:6]([C:9]2[O:13][N:12]=[C:11]([C:14]([OH:16])=O)[C:10]=2[CH3:17])=[C:5]([F:18])[CH:4]=1)#[N:2].[C:19]([O:23][C:24]([N:26]1[CH2:31][CH2:30][CH:29]([NH:32][CH:33]2[CH2:35][CH2:34]2)[CH2:28][CH2:27]1)=[O:25])([CH3:22])([CH3:21])[CH3:20]. Given the product [C:19]([O:23][C:24]([N:26]1[CH2:31][CH2:30][CH:29]([N:32]([C:14]([C:11]2[C:10]([CH3:17])=[C:9]([C:6]3[CH:7]=[CH:8][C:3]([C:1]#[N:2])=[CH:4][C:5]=3[F:18])[O:13][N:12]=2)=[O:16])[CH:33]2[CH2:34][CH2:35]2)[CH2:28][CH2:27]1)=[O:25])([CH3:22])([CH3:20])[CH3:21], predict the reactants needed to synthesize it. (4) Given the product [CH3:1][O:2][C:3](=[O:12])[C:4]1[CH:9]=[CH:8][C:7]([I:10])=[C:6]([O:11][CH2:14][CH2:15][C:16]2[CH:17]=[C:18]([CH3:22])[CH:19]=[CH:20][CH:21]=2)[CH:5]=1, predict the reactants needed to synthesize it. The reactants are: [CH3:1][O:2][C:3](=[O:12])[C:4]1[CH:9]=[CH:8][C:7]([I:10])=[C:6]([OH:11])[CH:5]=1.Br[CH2:14][CH2:15][C:16]1[CH:21]=[CH:20][CH:19]=[C:18]([CH3:22])[CH:17]=1.C(=O)([O-])[O-].[K+].[K+]. (5) The reactants are: ClC1C=CC(S(N2[C:17](=[O:18])[CH:16](CC3C=C(Cl)C=CC=3OC)CNC(=O)C2)(=O)=O)=CC=1NC(=O)C.[NH2:34][C:35]1[CH:36]=[C:37]([NH:41][C:42]([N:44]2[C:50](=[O:51])[CH:49]([CH2:52][C:53]3[CH:58]=[C:57]([Cl:59])[CH:56]=[CH:55][C:54]=3[O:60][CH3:61])[CH2:48][NH:47][C:46](=[O:62])[CH2:45]2)=[O:43])[CH:38]=[CH:39][CH:40]=1. Given the product [C:17]([NH:34][C:35]1[CH:36]=[C:37]([NH:41][C:42]([N:44]2[C:50](=[O:51])[CH:49]([CH2:52][C:53]3[CH:58]=[C:57]([Cl:59])[CH:56]=[CH:55][C:54]=3[O:60][CH3:61])[CH2:48][NH:47][C:46](=[O:62])[CH2:45]2)=[O:43])[CH:38]=[CH:39][CH:40]=1)(=[O:18])[CH3:16], predict the reactants needed to synthesize it. (6) Given the product [N:14]1[C:15]2[C:10](=[CH:9][CH:8]=[C:7]([C:19]#[N:20])[CH:16]=2)[CH:11]=[CH:12][CH:13]=1, predict the reactants needed to synthesize it. The reactants are: FC(F)(F)S(O[C:7]1[CH:16]=[C:15]2[C:10]([CH:11]=[CH:12][CH:13]=[N:14]2)=[CH:9][CH:8]=1)(=O)=O.[CH3:19][N:20](C=O)C. (7) Given the product [C:1]([C@H:3]1[C@H:4]([CH3:36])[NH:5][C@H:6]([C:8]([NH:9][CH2:10][C:11]2[CH:16]=[C:15]([C:17]3[CH:22]=[N:21][C:20]([C:23]([F:26])([F:24])[F:25])=[N:19][CH:18]=3)[CH:14]=[CH:13][C:12]=2[F:27])=[O:28])[CH2:7]1)#[N:2], predict the reactants needed to synthesize it. The reactants are: [C:1]([C@@H:3]1[CH2:7][C@@H:6]([C:8](=[O:28])[NH:9][CH2:10][C:11]2[CH:16]=[C:15]([C:17]3[CH:18]=[N:19][C:20]([C:23]([F:26])([F:25])[F:24])=[N:21][CH:22]=3)[CH:14]=[CH:13][C:12]=2[F:27])[N:5](C(OC(C)(C)C)=O)[C@H:4]1[CH3:36])#[N:2].FC(F)(F)C(O)=O. (8) The reactants are: [CH3:1][NH:2][CH2:3][CH2:4][C@H:5]([O:11][C:12]1[C:21]2[C:16](=[CH:17][CH:18]=[CH:19][CH:20]=2)[CH:15]=[CH:14][CH:13]=1)[C:6]1[S:10][CH:9]=[CH:8][CH:7]=1.[ClH:22].CC(C)=O. Given the product [CH3:1][NH:2][CH2:3][CH2:4][C@H:5]([O:11][C:12]1[C:21]2[C:16](=[CH:17][CH:18]=[CH:19][CH:20]=2)[CH:15]=[CH:14][CH:13]=1)[C:6]1[S:10][CH:9]=[CH:8][CH:7]=1.[ClH:22], predict the reactants needed to synthesize it.